The task is: Predict the reactants needed to synthesize the given product.. This data is from Retrosynthesis with 50K atom-mapped reactions and 10 reaction types from USPTO. (1) Given the product O=S(=O)(NCC(F)(F)F)c1ccc(Br)cc1, predict the reactants needed to synthesize it. The reactants are: NCC(F)(F)F.O=S(=O)(Cl)c1ccc(Br)cc1. (2) Given the product COc1cc(OC)c2c(=O)cc(-c3ccc(N)cc3Br)oc2c1[C@@H]1CCN(C)[C@H]1CO, predict the reactants needed to synthesize it. The reactants are: COc1cc(OC)c2c(=O)cc(-c3ccc([N+](=O)[O-])cc3Br)oc2c1[C@@H]1CCN(C)[C@H]1CO. (3) Given the product OCc1ccc(Oc2ccc(Cl)c(C(F)(F)F)c2)cc1Cl, predict the reactants needed to synthesize it. The reactants are: O=Cc1ccc(Oc2ccc(Cl)c(C(F)(F)F)c2)cc1Cl. (4) Given the product COCc1cc(C=O)cc(COC)c1, predict the reactants needed to synthesize it. The reactants are: CN(C)C=O.COCc1cc(Br)cc(COC)c1. (5) Given the product Cc1cnc(Nc2ccc(C(=O)NCCCn3ccnc3)cc2)nc1Nc1ccccc1, predict the reactants needed to synthesize it. The reactants are: Cc1cnc(Cl)nc1Nc1ccccc1.Nc1ccc(C(=O)NCCCn2ccnc2)cc1. (6) Given the product Brc1cccc(-c2ccc3c4c(cccc24)-c2ccccc2-3)c1, predict the reactants needed to synthesize it. The reactants are: Brc1cccc(I)c1.OB(O)c1ccc2c3c(cccc13)-c1ccccc1-2. (7) The reactants are: CCOC(=O)Cn1cc(Sc2c(C)[nH]c3c(F)c(Cl)ccc23)cn1.CCn1cc(Br)cn1. Given the product CCOC(=O)Cn1cc(Sc2c(C)n(-c3cnn(CC)c3)c3c(F)c(Cl)ccc23)cn1, predict the reactants needed to synthesize it. (8) Given the product CC(C)(C)OC(=O)c1ccc(N2CC[C@@H](O)C2)cc1, predict the reactants needed to synthesize it. The reactants are: CC(C)(C)OC(=O)c1ccc(F)cc1.O[C@@H]1CCNC1.